Task: Predict which catalyst facilitates the given reaction.. Dataset: Catalyst prediction with 721,799 reactions and 888 catalyst types from USPTO (1) Reactant: [S:1]1[CH:5]=[CH:4][N:3]=[CH:2]1.[Li]CCCC.[C:11]([C@H:14]1[CH2:18][N:17]([C@H:19]([C:21]2[CH:26]=[CH:25][C:24]([O:27][CH3:28])=[CH:23][CH:22]=2)[CH3:20])[C:16](=[O:29])[CH2:15]1)(=[O:13])[CH3:12]. Product: [OH:13][C@@:11]([C@H:14]1[CH2:18][N:17]([C@H:19]([C:21]2[CH:22]=[CH:23][C:24]([O:27][CH3:28])=[CH:25][CH:26]=2)[CH3:20])[C:16](=[O:29])[CH2:15]1)([C:2]1[S:1][CH:5]=[CH:4][N:3]=1)[CH3:12].[OH:13][C@:11]([C@H:14]1[CH2:18][N:17]([C@H:19]([C:21]2[CH:22]=[CH:23][C:24]([O:27][CH3:28])=[CH:25][CH:26]=2)[CH3:20])[C:16](=[O:29])[CH2:15]1)([C:2]1[S:1][CH:5]=[CH:4][N:3]=1)[CH3:12]. The catalyst class is: 1. (2) Reactant: [Cl:1][C:2]1[CH:7]=[CH:6][C:5]([C:8]2[C:12]([C:13](OCC)=[O:14])=[C:11]([C:18]([F:21])([F:20])[F:19])[S:10][N:9]=2)=[CH:4][CH:3]=1.CC(C[AlH]CC(C)C)C. Product: [Cl:1][C:2]1[CH:7]=[CH:6][C:5]([C:8]2[C:12]([CH2:13][OH:14])=[C:11]([C:18]([F:20])([F:19])[F:21])[S:10][N:9]=2)=[CH:4][CH:3]=1. The catalyst class is: 11. (3) Reactant: [F:1][C:2]1[CH:3]=[C:4]([CH:8]=[C:9]([F:13])[C:10]=1[O:11][CH3:12])[C:5](O)=[O:6].C(Cl)(=O)C([Cl:17])=O. Product: [F:1][C:2]1[CH:3]=[C:4]([CH:8]=[C:9]([F:13])[C:10]=1[O:11][CH3:12])[C:5]([Cl:17])=[O:6]. The catalyst class is: 695. (4) Reactant: C(O[C:6](=O)[NH:7][CH:8]([CH:12]1[CH2:16][CH2:15][N:14]([C:17]2[C:26]([CH3:27])=[C:25]3[C:20]([C:21](=[O:33])[N:22]([NH2:32])[C:23](=[O:31])[N:24]3[CH:28]3[CH2:30][CH2:29]3)=[CH:19][C:18]=2[F:34])[CH2:13]1)[CH2:9][C:10]#[N:11])(C)(C)C.Cl. Product: [NH2:32][N:22]1[C:21](=[O:33])[C:20]2[C:25](=[C:26]([CH3:27])[C:17]([N:14]3[CH2:15][CH2:16][CH:12]([CH:8]([NH:7][CH3:6])[CH2:9][C:10]#[N:11])[CH2:13]3)=[C:18]([F:34])[CH:19]=2)[N:24]([CH:28]2[CH2:29][CH2:30]2)[C:23]1=[O:31]. The catalyst class is: 4. (5) The catalyst class is: 7. Reactant: [CH3:1][C:2]1[N:3]=[CH:4][S:5][C:6]=1[CH3:7].CCCCCC.C([Li])CCC.CON(C)[C:22](=[O:24])[CH3:23]. Product: [CH3:1][C:2]1[N:3]=[C:4]([C:22](=[O:24])[CH3:23])[S:5][C:6]=1[CH3:7]. (6) Reactant: [CH3:1][C:2]1[CH:24]=[CH:23][C:22]([N+:25]([O-])=O)=[CH:21][C:3]=1[NH:4][C:5]1[C:14]2[C:9](=[C:10](OC)[C:11]([O:17][CH3:18])=[C:12]([O:15][CH3:16])[CH:13]=2)[N:8]=[CH:7][N:6]=1.C(O)C.C(O)(=O)C.C(=O)([O-])[O-].[Na+].[Na+]. Product: [NH2:25][C:22]1[CH:23]=[CH:24][C:2]([CH3:1])=[C:3]([CH:21]=1)[NH:4][C:5]1[C:14]2[C:9](=[CH:10][C:11]([O:17][CH3:18])=[C:12]([O:15][CH3:16])[CH:13]=2)[N:8]=[CH:7][N:6]=1. The catalyst class is: 6.